From a dataset of In vitro SARS-CoV-2 activity screen of 1,480 approved drugs from Prestwick library. Binary Classification. Given a drug SMILES string, predict its activity (active/inactive) in a high-throughput screening assay against a specified biological target. The compound is Nc1nc(N)nc(NC2CC2)n1. The result is 0 (inactive).